From a dataset of Reaction yield outcomes from USPTO patents with 853,638 reactions. Predict the reaction yield, written as a fraction of the theoretical maximum amount of product (1.0 means a 100% yield; for example, 0.34 means a 34% yield). (1) The catalyst is [O-]CCCC.[O-]CCCC.[O-]CCCC.[O-]CCCC.[Ti+4]. The yield is 0.740. The product is [C:1]([O:6][CH2:7][CH2:16][CH2:15][CH2:14][C:8]1[CH:13]=[CH:12][CH:11]=[CH:10][CH:9]=1)(=[O:5])[C:2]([CH3:4])=[CH2:3]. The reactants are [C:1]([O:6][CH3:7])(=[O:5])[C:2]([CH3:4])=[CH2:3].[C:8]1([CH2:14][CH2:15][CH2:16]CO)[CH:13]=[CH:12][CH:11]=[CH:10][CH:9]=1.C(OC1C=CC(O)=CC=1)C1C=CC=CC=1. (2) The reactants are [Si:1]([O:18][CH2:19][CH2:20][O:21][C:22]1[CH:27]=[CH:26][C:25]([CH2:28][CH2:29][CH2:30][OH:31])=[C:24]([O:32][C:33]2[C:38]([Cl:39])=[CH:37][C:36]([C:40]([F:43])([F:42])[F:41])=[CH:35][N:34]=2)[CH:23]=1)([C:14]([CH3:17])([CH3:16])[CH3:15])([C:8]1[CH:13]=[CH:12][CH:11]=[CH:10][CH:9]=1)[C:2]1[CH:7]=[CH:6][CH:5]=[CH:4][CH:3]=1.Cl[S:45]([N:48]=[C:49]=[O:50])(=[O:47])=[O:46].[NH2:51][CH2:52][CH2:53][O:54][CH:55]([CH3:57])[CH3:56].Cl. The catalyst is C(#N)C.N1C=CC=CC=1. The product is [CH:55]([O:54][CH2:53][CH2:52][NH:51][S:45]([NH:48][C:49](=[O:50])[O:31][CH2:30][CH2:29][CH2:28][C:25]1[CH:26]=[CH:27][C:22]([O:21][CH2:20][CH2:19][O:18][Si:1]([C:14]([CH3:15])([CH3:16])[CH3:17])([C:8]2[CH:13]=[CH:12][CH:11]=[CH:10][CH:9]=2)[C:2]2[CH:3]=[CH:4][CH:5]=[CH:6][CH:7]=2)=[CH:23][C:24]=1[O:32][C:33]1[C:38]([Cl:39])=[CH:37][C:36]([C:40]([F:43])([F:42])[F:41])=[CH:35][N:34]=1)(=[O:47])=[O:46])([CH3:57])[CH3:56]. The yield is 0.660. (3) The reactants are [C:1]([C:3]1[CH:4]=[C:5]([CH:7]=[CH:8][CH:9]=1)[NH2:6])#[CH:2].Br.Br[CH:12]([C:14]1[CH:15]=[C:16]([C:31]([N:33]([CH3:35])[CH3:34])=[O:32])[CH:17]=[C:18]2[C:23]=1[O:22][C:21]([N:24]1[CH2:29][CH2:28][O:27][CH2:26][CH2:25]1)=[CH:20][C:19]2=[O:30])[CH3:13]. No catalyst specified. The product is [C:1]([C:3]1[CH:4]=[C:5]([NH:6][CH:12]([C:14]2[CH:15]=[C:16]([C:31]([N:33]([CH3:35])[CH3:34])=[O:32])[CH:17]=[C:18]3[C:23]=2[O:22][C:21]([N:24]2[CH2:29][CH2:28][O:27][CH2:26][CH2:25]2)=[CH:20][C:19]3=[O:30])[CH3:13])[CH:7]=[CH:8][CH:9]=1)#[CH:2]. The yield is 0.640.